Predict the reactants needed to synthesize the given product. From a dataset of Full USPTO retrosynthesis dataset with 1.9M reactions from patents (1976-2016). Given the product [CH:31]1([C@H:3]([NH:2][CH2:20][CH2:19][CH2:18][CH2:17][CH:22]=[CH2:21])[C:4]([N:6]2[CH2:14][C@H:13]([O:15][CH2:16][C:17]3[CH:18]=[C:19]([C:23]4[CH:28]=[CH:27][CH:26]=[C:25]([CH:29]=[CH2:30])[CH:24]=4)[CH:20]=[CH:21][CH:22]=3)[CH2:12][C@H:7]2[C:8]([O:10][CH3:11])=[O:9])=[O:5])[CH2:32][CH2:33][CH2:34][CH2:35][CH2:36]1, predict the reactants needed to synthesize it. The reactants are: Cl.[NH2:2][C@@H:3]([CH:31]1[CH2:36][CH2:35][CH2:34][CH2:33][CH2:32]1)[C:4]([N:6]1[CH2:14][C@H:13]([O:15][CH2:16][C:17]2[CH:18]=[C:19]([C:23]3[CH:28]=[CH:27][CH:26]=[C:25]([CH:29]=[CH2:30])[CH:24]=3)[CH:20]=[CH:21][CH:22]=2)[CH2:12][C@H:7]1[C:8]([O:10][CH3:11])=[O:9])=[O:5].